The task is: Regression. Given two drug SMILES strings and cell line genomic features, predict the synergy score measuring deviation from expected non-interaction effect.. This data is from NCI-60 drug combinations with 297,098 pairs across 59 cell lines. (1) Drug 1: C(CC(=O)O)C(=O)CN.Cl. Drug 2: C1=NNC2=C1C(=O)NC=N2. Cell line: SK-MEL-5. Synergy scores: CSS=11.4, Synergy_ZIP=-5.19, Synergy_Bliss=-5.17, Synergy_Loewe=-1.73, Synergy_HSA=-1.25. (2) Drug 1: C1CCC(C1)C(CC#N)N2C=C(C=N2)C3=C4C=CNC4=NC=N3. Drug 2: CC12CCC3C(C1CCC2OP(=O)(O)O)CCC4=C3C=CC(=C4)OC(=O)N(CCCl)CCCl.[Na+]. Cell line: UO-31. Synergy scores: CSS=16.5, Synergy_ZIP=-9.37, Synergy_Bliss=-10.4, Synergy_Loewe=-9.05, Synergy_HSA=-8.54. (3) Drug 2: C1=CN(C=N1)CC(O)(P(=O)(O)O)P(=O)(O)O. Cell line: SNB-75. Drug 1: CC1=C2C(C(=O)C3(C(CC4C(C3C(C(C2(C)C)(CC1OC(=O)C(C(C5=CC=CC=C5)NC(=O)OC(C)(C)C)O)O)OC(=O)C6=CC=CC=C6)(CO4)OC(=O)C)OC)C)OC. Synergy scores: CSS=7.20, Synergy_ZIP=-11.4, Synergy_Bliss=-15.5, Synergy_Loewe=-30.0, Synergy_HSA=-14.4. (4) Drug 1: CC1=CC2C(CCC3(C2CCC3(C(=O)C)OC(=O)C)C)C4(C1=CC(=O)CC4)C. Drug 2: CC(C1=C(C=CC(=C1Cl)F)Cl)OC2=C(N=CC(=C2)C3=CN(N=C3)C4CCNCC4)N. Cell line: RPMI-8226. Synergy scores: CSS=16.8, Synergy_ZIP=2.76, Synergy_Bliss=10.6, Synergy_Loewe=5.47, Synergy_HSA=5.54. (5) Cell line: SK-OV-3. Synergy scores: CSS=15.2, Synergy_ZIP=-3.23, Synergy_Bliss=3.42, Synergy_Loewe=-6.41, Synergy_HSA=0.882. Drug 2: CCC1=C2CN3C(=CC4=C(C3=O)COC(=O)C4(CC)O)C2=NC5=C1C=C(C=C5)O. Drug 1: CC1=C(C(CCC1)(C)C)C=CC(=CC=CC(=CC(=O)O)C)C. (6) Drug 1: CCC(=C(C1=CC=CC=C1)C2=CC=C(C=C2)OCCN(C)C)C3=CC=CC=C3.C(C(=O)O)C(CC(=O)O)(C(=O)O)O. Drug 2: C1=NNC2=C1C(=O)NC=N2. Cell line: SR. Synergy scores: CSS=-2.03, Synergy_ZIP=2.15, Synergy_Bliss=0.893, Synergy_Loewe=-3.52, Synergy_HSA=-3.77. (7) Drug 1: CC(CN1CC(=O)NC(=O)C1)N2CC(=O)NC(=O)C2. Drug 2: CCCCCOC(=O)NC1=NC(=O)N(C=C1F)C2C(C(C(O2)C)O)O. Cell line: EKVX. Synergy scores: CSS=5.15, Synergy_ZIP=-0.354, Synergy_Bliss=-0.273, Synergy_Loewe=-6.00, Synergy_HSA=-3.14. (8) Drug 1: CCCCC(=O)OCC(=O)C1(CC(C2=C(C1)C(=C3C(=C2O)C(=O)C4=C(C3=O)C=CC=C4OC)O)OC5CC(C(C(O5)C)O)NC(=O)C(F)(F)F)O. Drug 2: C(CN)CNCCSP(=O)(O)O. Cell line: 786-0. Synergy scores: CSS=54.7, Synergy_ZIP=-2.00, Synergy_Bliss=-2.26, Synergy_Loewe=-39.2, Synergy_HSA=-2.74. (9) Drug 1: C1=CC(=C2C(=C1NCCNCCO)C(=O)C3=C(C=CC(=C3C2=O)O)O)NCCNCCO. Drug 2: C1=NC2=C(N=C(N=C2N1C3C(C(C(O3)CO)O)O)F)N. Cell line: HCT-15. Synergy scores: CSS=51.3, Synergy_ZIP=-4.03, Synergy_Bliss=-6.59, Synergy_Loewe=-50.1, Synergy_HSA=-6.62.